Dataset: Reaction yield outcomes from USPTO patents with 853,638 reactions. Task: Predict the reaction yield, written as a fraction of the theoretical maximum amount of product (1.0 means a 100% yield; for example, 0.34 means a 34% yield). (1) The reactants are [O:1]1[C:5]2[CH:6]=[CH:7][C:8]([C:10]3([C:13]([OH:15])=O)[CH2:12][CH2:11]3)=[CH:9][C:4]=2[O:3][CH2:2]1.CN(C(ON1N=NC2C=CC=CC1=2)=[N+](C)C)C.F[P-](F)(F)(F)(F)F.CCN(CC)CC.[NH2:47][C:48]1[CH:49]=[C:50]2[C:54](=[CH:55][CH:56]=1)[NH:53][C:52]([CH:57]([CH3:63])[C:58]([O:60][CH2:61][CH3:62])=[O:59])=[CH:51]2. The catalyst is C(#N)C. The product is [O:1]1[C:5]2[CH:6]=[CH:7][C:8]([C:10]3([C:13]([NH:47][C:48]4[CH:49]=[C:50]5[C:54](=[CH:55][CH:56]=4)[NH:53][C:52]([CH:57]([CH3:63])[C:58]([O:60][CH2:61][CH3:62])=[O:59])=[CH:51]5)=[O:15])[CH2:11][CH2:12]3)=[CH:9][C:4]=2[O:3][CH2:2]1. The yield is 0.500. (2) The reactants are [CH2:1]1[C:4]2([CH2:8][CH:7]([C:9]([O:11]CC)=[O:10])[CH2:6][N:5]2[C:14]([O:16][C:17]([CH3:20])([CH3:19])[CH3:18])=[O:15])[CH2:3][O:2]1.O.[OH-].[Li+]. The catalyst is O.CO. The product is [C:17]([O:16][C:14]([N:5]1[CH2:6][CH:7]([C:9]([OH:11])=[O:10])[CH2:8][C:4]21[CH2:3][O:2][CH2:1]2)=[O:15])([CH3:20])([CH3:18])[CH3:19]. The yield is 0.959. (3) The reactants are O[CH2:2][CH2:3][C:4]1[CH:9]=[CH:8][C:7]([O:10][C:11](=[O:20])[N:12]([CH3:19])[C:13]2[CH:18]=[CH:17][CH:16]=[CH:15][CH:14]=2)=[CH:6][CH:5]=1.[SH:21][C:22]1[CH:27]=[CH:26][CH:25]=[CH:24][N:23]=1. No catalyst specified. The product is [S:21]=[C:22]1[CH:27]=[CH:26][CH:25]=[CH:24][N:23]1[CH2:2][CH2:3][C:4]1[CH:9]=[CH:8][C:7]([O:10][C:11](=[O:20])[N:12]([CH3:19])[C:13]2[CH:18]=[CH:17][CH:16]=[CH:15][CH:14]=2)=[CH:6][CH:5]=1. The yield is 0.250. (4) The catalyst is CO. The product is [NH:19]1[CH2:20][CH2:21][CH:17]([N:16]2[CH2:15][CH2:14][S:13][C:12]3[CH:29]=[C:8]([NH:7][C:6]([C:2]4[S:1][CH:5]=[CH:4][CH:3]=4)=[NH:30])[CH:9]=[CH:10][C:11]2=3)[CH2:18]1. The reactants are [S:1]1[CH:5]=[CH:4][CH:3]=[C:2]1[C:6](=[NH:30])[NH:7][C:8]1[CH:9]=[CH:10][C:11]2[N:16]([CH:17]3[CH2:21][CH2:20][N:19](C(OC(C)(C)C)=O)[CH2:18]3)[CH2:15][CH2:14][S:13][C:12]=2[CH:29]=1.Cl. The yield is 0.790. (5) The reactants are [CH:1]1([C:4]2[CH:8]=[C:7]([NH:9][C:10](=[O:18])OC3C=CC=CC=3)[N:6]([C:19]3[CH:24]=[CH:23][CH:22]=[CH:21][CH:20]=3)[N:5]=2)[CH2:3][CH2:2]1.[CH3:25][O:26][C:27]1[CH:28]=[C:29]2[C:34](=[CH:35][C:36]=1[O:37][CH3:38])[N:33]=[CH:32][N:31]=[C:30]2[S:39][C:40]1[CH:41]=[C:42]([CH:44]=[CH:45][CH:46]=1)[NH2:43].O. The catalyst is CS(C)=O. The product is [CH:1]1([C:4]2[CH:8]=[C:7]([NH:9][C:10]([NH:43][C:42]3[CH:44]=[CH:45][CH:46]=[C:40]([S:39][C:30]4[C:29]5[C:34](=[CH:35][C:36]([O:37][CH3:38])=[C:27]([O:26][CH3:25])[CH:28]=5)[N:33]=[CH:32][N:31]=4)[CH:41]=3)=[O:18])[N:6]([C:19]3[CH:20]=[CH:21][CH:22]=[CH:23][CH:24]=3)[N:5]=2)[CH2:2][CH2:3]1. The yield is 0.470.